Dataset: Catalyst prediction with 721,799 reactions and 888 catalyst types from USPTO. Task: Predict which catalyst facilitates the given reaction. (1) Reactant: COC1C=CC(C(C2C=CC(OC)=CC=2)(C2C=CC=CC=2)[O:10][CH2:11][C@@H:12]2[C@@H:16]([O:17][CH3:18])[CH2:15][CH2:14][O:13]2)=CC=1.O.CC1C=CC(S(O)(=O)=O)=CC=1.CCN(CC)CC. Product: [CH3:18][O:17][C@H:16]1[CH2:15][CH2:14][O:13][C@@H:12]1[CH2:11][OH:10]. The catalyst class is: 61. (2) Reactant: [CH3:1]C[O-].[Na+].[NH2:5][C:6]1[C:21]([I:22])=[CH:20][C:19]([Cl:23])=[CH:18][C:7]=1[C:8]([NH:10][CH:11]([CH2:15][CH2:16][CH3:17])[CH2:12][CH2:13][CH3:14])=[O:9].C(OCC)=O. The catalyst class is: 8. Product: [Cl:23][C:19]1[CH:18]=[C:7]2[C:6](=[C:21]([I:22])[CH:20]=1)[N:5]=[CH:1][N:10]([CH:11]([CH2:12][CH2:13][CH3:14])[CH2:15][CH2:16][CH3:17])[C:8]2=[O:9]. (3) Reactant: [C:1]([O:5][C:6]([N:8]1[CH2:12][CH2:11][CH2:10][C@H:9]1[CH2:13][NH:14][C:15]1[C:16]([O:22][C:23]2[CH:28]=[CH:27][C:26]([O:29][CH3:30])=[CH:25][CH:24]=2)=[N:17][C:18](Cl)=[N:19][CH:20]=1)=[O:7])([CH3:4])([CH3:3])[CH3:2].C([Sn](CCCC)(CCCC)[C:36]#[C:37][C:38]1[CH:43]=[CH:42][CH:41]=[CH:40][CH:39]=1)CCC. Product: [C:1]([O:5][C:6]([N:8]1[CH2:12][CH2:11][CH2:10][C@H:9]1[CH2:13][N:14]([C:36]#[C:37][C:38]1[CH:43]=[CH:42][CH:41]=[CH:40][CH:39]=1)[C:15]1[C:16]([O:22][C:23]2[CH:28]=[CH:27][C:26]([O:29][CH3:30])=[CH:25][CH:24]=2)=[N:17][CH:18]=[N:19][CH:20]=1)=[O:7])([CH3:4])([CH3:3])[CH3:2]. The catalyst class is: 225. (4) Reactant: [CH3:1][O:2][C:3]1[CH:21]=[CH:20][CH:19]=[CH:18][C:4]=1[CH2:5][N:6]1[CH2:15][C:14]2[C:9](=[CH:10][CH:11]=[CH:12][CH:13]=2)[N:8]=[C:7]1SC.[NH2:22][OH:23]. The catalyst class is: 32. Product: [OH:23][NH:22][C:7]1[N:6]([CH2:5][C:4]2[CH:18]=[CH:19][CH:20]=[CH:21][C:3]=2[O:2][CH3:1])[CH2:15][C:14]2[C:9](=[CH:10][CH:11]=[CH:12][CH:13]=2)[N:8]=1. (5) Reactant: [Li+].CC([N-]C(C)C)C.[Cl:9][C:10]1[CH:15]=[CH:14][CH:13]=[CH:12][C:11]=1[C@H:16]1[O:18][C@:17]1([CH2:26][N:27]1[CH:31]=[N:30][CH:29]=[N:28]1)[C:19]1[CH:24]=[CH:23][C:22]([F:25])=[CH:21][CH:20]=1.[CH2:32]([S:34]SCC)[CH3:33]. Product: [Cl:9][C:10]1[CH:15]=[CH:14][CH:13]=[CH:12][C:11]=1[C@H:16]1[O:18][C@:17]1([CH2:26][N:27]1[C:31]([S:34][CH2:32][CH3:33])=[N:30][CH:29]=[N:28]1)[C:19]1[CH:20]=[CH:21][C:22]([F:25])=[CH:23][CH:24]=1. The catalyst class is: 1.